From a dataset of Reaction yield outcomes from USPTO patents with 853,638 reactions. Predict the reaction yield, written as a fraction of the theoretical maximum amount of product (1.0 means a 100% yield; for example, 0.34 means a 34% yield). (1) The reactants are [CH2:1]([NH2:8])[C:2]1[CH:7]=[CH:6][CH:5]=[CH:4][CH:3]=1.C(=O)([O-])[O-].[K+].[K+].F[C:16]1[CH:21]=[CH:20][C:19]([C:22]2[CH:31]=[C:30]3[C:25]([N:26]=[CH:27][C:28]([N:32]4[CH2:37][CH2:36][O:35][CH2:34][CH2:33]4)=[N:29]3)=[CH:24][CH:23]=2)=[CH:18][C:17]=1[N+:38]([O-:40])=[O:39]. The catalyst is CN(C=O)C.CCOC(C)=O. The product is [CH2:1]([NH:8][C:16]1[CH:21]=[CH:20][C:19]([C:22]2[CH:31]=[C:30]3[C:25](=[CH:24][CH:23]=2)[N:26]=[CH:27][C:28]([N:32]2[CH2:37][CH2:36][O:35][CH2:34][CH2:33]2)=[N:29]3)=[CH:18][C:17]=1[N+:38]([O-:40])=[O:39])[C:2]1[CH:7]=[CH:6][CH:5]=[CH:4][CH:3]=1. The yield is 0.930. (2) The catalyst is C(N(CC)CC)C.C(Cl)(Cl)Cl. The product is [CH3:1][O:2][C:3]1[CH:4]=[C:5]2[C:10](=[CH:11][C:12]=1[O:13][CH3:14])[N:9]=[CH:8][N:7]=[C:6]2[O:15][C:16]1[CH:22]=[CH:21][C:19]([NH:20][C:29]([NH:46][CH:43]2[CH2:44][CH2:45][N:41]([CH2:40][C:39]3[CH:47]=[CH:48][CH:49]=[CH:50][C:38]=3[CH3:37])[CH2:42]2)=[O:35])=[C:18]([O:23][CH3:24])[CH:17]=1. The reactants are [CH3:1][O:2][C:3]1[CH:4]=[C:5]2[C:10](=[CH:11][C:12]=1[O:13][CH3:14])[N:9]=[CH:8][N:7]=[C:6]2[O:15][C:16]1[CH:22]=[CH:21][C:19]([NH2:20])=[C:18]([O:23][CH3:24])[CH:17]=1.ClC(Cl)(O[C:29](=[O:35])OC(Cl)(Cl)Cl)Cl.[CH3:37][C:38]1[CH:50]=[CH:49][CH:48]=[CH:47][C:39]=1[CH2:40][N:41]1[CH2:45][CH2:44][CH:43]([NH2:46])[CH2:42]1.C(=O)([O-])O.[Na+]. The yield is 0.350. (3) The catalyst is CO.CCOC(C)=O. The product is [Br:11][C:7]1[C:8]([CH3:10])=[CH:9][C:4]([C:3]([OH:15])=[O:2])=[CH:5][C:6]=1[N+:12]([O-:14])=[O:13]. The reactants are C[O:2][C:3](=[O:15])[C:4]1[CH:9]=[C:8]([CH3:10])[C:7]([Br:11])=[C:6]([N+:12]([O-:14])=[O:13])[CH:5]=1.[OH-].[Na+].Cl. The yield is 0.470. (4) The yield is 0.440. The catalyst is ClCCl. The product is [C:1]([O:5][C:6](=[O:22])[NH:7][C:8]1[CH:13]=[CH:12][CH:11]=[C:10]([C:14]2[CH:15]=[CH:16][C:17]([CH2:20][NH:21][S:31]([CH3:30])(=[O:33])=[O:32])=[CH:18][CH:19]=2)[N:9]=1)([CH3:4])([CH3:2])[CH3:3]. The reactants are [C:1]([O:5][C:6](=[O:22])[NH:7][C:8]1[CH:13]=[CH:12][CH:11]=[C:10]([C:14]2[CH:19]=[CH:18][C:17]([CH2:20][NH2:21])=[CH:16][CH:15]=2)[N:9]=1)([CH3:4])([CH3:3])[CH3:2].CCN(CC)CC.[CH3:30][S:31](Cl)(=[O:33])=[O:32].